From a dataset of NCI-60 drug combinations with 297,098 pairs across 59 cell lines. Regression. Given two drug SMILES strings and cell line genomic features, predict the synergy score measuring deviation from expected non-interaction effect. Drug 1: C1=NC2=C(N1)C(=S)N=C(N2)N. Drug 2: C1=NC(=NC(=O)N1C2C(C(C(O2)CO)O)O)N. Cell line: 786-0. Synergy scores: CSS=42.0, Synergy_ZIP=0.967, Synergy_Bliss=1.10, Synergy_Loewe=0.520, Synergy_HSA=1.45.